From a dataset of Catalyst prediction with 721,799 reactions and 888 catalyst types from USPTO. Predict which catalyst facilitates the given reaction. (1) Reactant: [O:1]1[C:5]2([CH2:10][CH2:9][CH:8]([OH:11])[CH2:7][CH2:6]2)[O:4][CH2:3][CH2:2]1.[H-].[Na+].[CH2:14](Br)[C:15]1[CH:20]=[CH:19][CH:18]=[CH:17][CH:16]=1.Cl. Product: [CH2:14]([O:11][CH:8]1[CH2:9][CH2:10][C:5]2([O:4][CH2:3][CH2:2][O:1]2)[CH2:6][CH2:7]1)[C:15]1[CH:20]=[CH:19][CH:18]=[CH:17][CH:16]=1. The catalyst class is: 30. (2) Reactant: [C:1]([O:5][C:6]([N:8]1[CH2:13][CH2:12][CH2:11][CH2:10][C:9]1=O)=[O:7])([CH3:4])([CH3:3])[CH3:2].C(N(CC)CC)C.Cl.[NH2:23][C@H:24]([C:29]([NH2:31])=[O:30])[CH2:25][CH2:26][S:27][CH3:28].O. Product: [CH3:28][S:27][CH2:26][CH2:25][C@@H:24]1[NH:23][C:11]2([CH2:12][CH2:13][N:8]([C:6]([O:5][C:1]([CH3:4])([CH3:3])[CH3:2])=[O:7])[CH2:9][CH2:10]2)[NH:31][C:29]1=[O:30]. The catalyst class is: 271. (3) Reactant: [CH2:1]([O:6][C:7]1[CH:12]=[CH:11][C:10]([C:13](=[O:15])[CH3:14])=[CH:9][CH:8]=1)[CH2:2][CH2:3][CH2:4][CH3:5].[C:16](OC)(=[O:27])[C:17]1[CH:26]=[CH:25][C:20]([C:21]([O:23][CH3:24])=[O:22])=[CH:19][CH:18]=1.C[O-].[Na+].Cl. Product: [CH3:24][O:23][C:21]([C:20]1[CH:25]=[CH:26][C:17]([C:16](=[O:27])[CH2:14][C:13]([C:10]2[CH:9]=[CH:8][C:7]([O:6][CH2:1][CH2:2][CH2:3][CH2:4][CH3:5])=[CH:12][CH:11]=2)=[O:15])=[CH:18][CH:19]=1)=[O:22]. The catalyst class is: 145.